Predict the reactants needed to synthesize the given product. From a dataset of Full USPTO retrosynthesis dataset with 1.9M reactions from patents (1976-2016). (1) The reactants are: N1CCCC1.[H-].COCCO[Al+]OCCOC.[Na+].[H-].CC(C)([O-])C.[K+].C[O:27][C:28](=O)[C:29]1[CH:34]=[CH:33][C:32]([N:35]2[CH:39]=[C:38]([CH3:40])[N:37]=[CH:36]2)=[C:31]([O:41][CH3:42])[CH:30]=1.[OH-].[Na+]. Given the product [CH3:42][O:41][C:31]1[CH:30]=[C:29]([CH:34]=[CH:33][C:32]=1[N:35]1[CH:39]=[C:38]([CH3:40])[N:37]=[CH:36]1)[CH:28]=[O:27], predict the reactants needed to synthesize it. (2) Given the product [CH2:8]([O:12][C:13]1[N:21]=[C:20]2[C:16]([N:17]=[C:18]([O:22][CH3:23])[N:19]2[CH2:32][CH2:33][CH:34]2[CH2:38][CH2:37][O:36][CH2:35]2)=[C:15]([NH2:24])[N:14]=1)[CH2:9][CH2:10][CH3:11], predict the reactants needed to synthesize it. The reactants are: FC(F)(F)C(O)=O.[CH2:8]([O:12][C:13]1[N:21]=[C:20]2[C:16]([N:17]=[C:18]([O:22][CH3:23])[NH:19]2)=[C:15]([NH2:24])[N:14]=1)[CH2:9][CH2:10][CH3:11].C(=O)([O-])[O-].[K+].[K+].Br[CH2:32][CH2:33][CH:34]1[CH2:38][CH2:37][O:36][CH2:35]1. (3) Given the product [CH3:1][N:2]1[C:6]([C@H:12]2[CH2:17][CH2:16][CH2:15][CH2:14][C@@H:13]2[OH:18])=[CH:5][N:4]=[N:3]1, predict the reactants needed to synthesize it. The reactants are: [CH3:1][N:2]1[CH:6]=[CH:5][N:4]=[N:3]1.C([Li])CCC.[CH:12]12[O:18][CH:13]1[CH2:14][CH2:15][CH2:16][CH2:17]2.